From a dataset of Full USPTO retrosynthesis dataset with 1.9M reactions from patents (1976-2016). Predict the reactants needed to synthesize the given product. (1) Given the product [CH3:19][O:20][C:21]1[C:26]([C:7]2[CH2:11][O:10][CH2:9][C:8]=2[C:12]([O:14][CH2:15][CH3:16])=[O:13])=[CH:25][CH:24]=[CH:23][N:22]=1, predict the reactants needed to synthesize it. The reactants are: FC(F)(F)S(O[C:7]1[CH2:11][O:10][CH2:9][C:8]=1[C:12]([O:14][CH2:15][CH3:16])=[O:13])(=O)=O.[CH3:19][O:20][C:21]1[C:26](B(O)O)=[CH:25][CH:24]=[CH:23][N:22]=1.C([O-])([O-])=O.[Na+].[Na+]. (2) Given the product [ClH:17].[CH2:12]([CH:3]([CH2:1][CH3:2])[C@@H:4]([C:8]([O:10][CH3:11])=[O:9])[NH2:5])[CH3:13], predict the reactants needed to synthesize it. The reactants are: [CH2:1]([CH:3]([CH2:12][CH3:13])[C@@H:4]([C:8]([O:10][CH3:11])=[O:9])[NH:5]C=O)[CH3:2].C([Cl:17])(=O)C.